From a dataset of Full USPTO retrosynthesis dataset with 1.9M reactions from patents (1976-2016). Predict the reactants needed to synthesize the given product. (1) Given the product [NH2:7][C:6]1[CH:8]=[C:2]([N:15]2[CH2:16][CH2:17][N:12]([CH2:18][CH2:19][OH:20])[CH2:13][CH2:14]2)[CH:3]=[CH:4][C:5]=1[N+:9]([O-:11])=[O:10], predict the reactants needed to synthesize it. The reactants are: Cl[C:2]1[CH:3]=[CH:4][C:5]([N+:9]([O-:11])=[O:10])=[C:6]([CH:8]=1)[NH2:7].[N:12]1([CH2:18][CH2:19][OH:20])[CH2:17][CH2:16][NH:15][CH2:14][CH2:13]1.C(=O)([O-])[O-].[K+].[K+].O. (2) Given the product [OH:30][CH:28]([CH2:29][N:20]1[CH2:21][CH2:33][N:32]([C:34]2[CH:10]=[CH:9][CH:8]=[CH:13][C:1]=2[OH:4])[CH2:31][CH2:19]1)[CH2:26][N:16]1[C:17]2[CH2:22][CH2:21][N:20]([C:23](=[O:25])[CH3:24])[CH2:19][C:18]=2[C:14]([C:11]2[CH:10]=[CH:9][C:8]([I:7])=[CH:13][CH:12]=2)=[N:15]1, predict the reactants needed to synthesize it. The reactants are: [C:1]([O-:4])([O-])=O.[Cs+].[Cs+].[I:7][C:8]1[CH:13]=[CH:12][C:11]([C:14]2[C:18]3[CH2:19][N:20]([C:23](=[O:25])[CH3:24])[CH2:21][CH2:22][C:17]=3[NH:16][N:15]=2)=[CH:10][CH:9]=1.[CH2:26]([CH:28]1[O:30][CH2:29]1)Cl.[CH3:31][N:32]([CH:34]=O)[CH3:33]. (3) Given the product [Br:21][C:14]1[C:13]([C:16]([F:17])([F:18])[F:19])=[CH:12][C:11]([NH2:20])=[C:10]([S:7]([C:1]2[CH:2]=[CH:3][CH:4]=[CH:5][CH:6]=2)(=[O:9])=[O:8])[CH:15]=1, predict the reactants needed to synthesize it. The reactants are: [C:1]1([S:7]([C:10]2[CH:15]=[CH:14][C:13]([C:16]([F:19])([F:18])[F:17])=[CH:12][C:11]=2[NH2:20])(=[O:9])=[O:8])[CH:6]=[CH:5][CH:4]=[CH:3][CH:2]=1.[Br-:21].[Br-].[Br-].C([N+](C)(C)C)C1C=CC=CC=1.C([N+](C)(C)C)C1C=CC=CC=1.C([N+](C)(C)C)C1C=CC=CC=1.C(=O)([O-])[O-].[Ca+2]. (4) Given the product [CH2:7]([O:9][C:10](=[O:14])[CH2:11][CH2:12][NH:6][CH:1]1[CH2:5][CH2:4][CH2:3][CH2:2]1)[CH3:8], predict the reactants needed to synthesize it. The reactants are: [CH:1]1([NH2:6])[CH2:5][CH2:4][CH2:3][CH2:2]1.[CH2:7]([O:9][C:10](=[O:14])[CH2:11][CH2:12]Cl)[CH3:8].C([O-])([O-])=O.[K+].[K+]. (5) Given the product [Si:26]([O:33][CH2:34][CH2:35][NH:36][C:7]1[CH:12]=[CH:11][C:10]([C@H:13]2[CH2:18][CH2:17][C@H:16]([CH2:19][C:20]([O:22][CH3:23])=[O:21])[CH2:15][CH2:14]2)=[CH:9][CH:8]=1)([C:29]([CH3:31])([CH3:32])[CH3:30])([CH3:28])[CH3:27], predict the reactants needed to synthesize it. The reactants are: FC(F)(F)S(O[C:7]1[CH:12]=[CH:11][C:10]([C@H:13]2[CH2:18][CH2:17][C@H:16]([CH2:19][C:20]([O:22][CH3:23])=[O:21])[CH2:15][CH2:14]2)=[CH:9][CH:8]=1)(=O)=O.[Si:26]([O:33][CH2:34][CH2:35][NH2:36])([C:29]([CH3:32])([CH3:31])[CH3:30])([CH3:28])[CH3:27].C(=O)([O-])[O-].[Cs+].[Cs+].CC(C1C=C(C(C)C)C(C2C=CC=CC=2P(C2CCCCC2)C2CCCCC2)=C(C(C)C)C=1)C.